From a dataset of Forward reaction prediction with 1.9M reactions from USPTO patents (1976-2016). Predict the product of the given reaction. (1) Given the reactants [Cl:1][C:2]1[CH:7]=[CH:6][C:5]([N:8]2[CH2:13][CH2:12][CH:11]([C:14]([O:16]C(C)(C)C)=[O:15])[CH2:10][CH2:9]2)=[CH:4][C:3]=1[O:21][CH3:22].FC(F)(F)C(O)=O, predict the reaction product. The product is: [Cl:1][C:2]1[CH:7]=[CH:6][C:5]([N:8]2[CH2:13][CH2:12][CH:11]([C:14]([OH:16])=[O:15])[CH2:10][CH2:9]2)=[CH:4][C:3]=1[O:21][CH3:22]. (2) Given the reactants [NH2:1][C:2]1[C:3]([Br:10])=[N:4][C:5]([CH3:9])=[CH:6][C:7]=1[Br:8].CN(C)C1C=CC=CC=1.[Br:20][CH2:21][C:22](Br)=[O:23], predict the reaction product. The product is: [Br:10][C:3]1[C:2]([NH:1][C:22](=[O:23])[CH2:21][Br:20])=[C:7]([Br:8])[CH:6]=[C:5]([CH3:9])[N:4]=1. (3) The product is: [Br:1][C:2]([CH2:4][CH2:10][Si:7]([CH3:8])([CH3:9])[CH3:6])=[CH2:3]. Given the reactants [Br:1][C:2]([CH2:4]Br)=[CH2:3].[CH3:6][Si:7]([CH2:10][Mg]Cl)([CH3:9])[CH3:8].C1COCC1, predict the reaction product. (4) Given the reactants C(OC[S:6]([C:9]1[CH:14]=[CH:13][C:12]([C:15]2[C:19]([C:20]3[CH:25]=[CH:24][CH:23]=[CH:22][CH:21]=3)=[CH:18][S:17][C:16]=2[C:26]([O:28][CH3:29])=[O:27])=[CH:11][C:10]=1[F:30])(=[O:8])=[O:7])(=O)C.C[O-].[Na+].C(OCC)(=O)C.Cl, predict the reaction product. The product is: [F:30][C:10]1[CH:11]=[C:12]([C:15]2[C:19]([C:20]3[CH:25]=[CH:24][CH:23]=[CH:22][CH:21]=3)=[CH:18][S:17][C:16]=2[C:26]([O:28][CH3:29])=[O:27])[CH:13]=[CH:14][C:9]=1[S:6]([OH:8])=[O:7]. (5) The product is: [Cl:1][C:2]([Cl:18])([C:7]([NH:9][C:10]1[CH:15]=[CH:14][CH:13]=[C:12]([C:16]2[O:31][N:30]=[C:29]([C:28]3[C:33]([Cl:37])=[CH:34][CH:35]=[CH:36][C:27]=3[Cl:26])[CH:17]=2)[CH:11]=1)=[O:8])[C:3]([O:5][CH3:6])=[O:4]. Given the reactants [Cl:1][C:2]([Cl:18])([C:7]([NH:9][C:10]1[CH:15]=[CH:14][CH:13]=[C:12]([C:16]#[CH:17])[CH:11]=1)=[O:8])[C:3]([O:5][CH3:6])=[O:4].C(N(CC)CC)C.[Cl:26][C:27]1[CH:36]=[CH:35][CH:34]=[C:33]([Cl:37])[C:28]=1[C:29](Cl)=[N:30][OH:31], predict the reaction product.